From a dataset of Forward reaction prediction with 1.9M reactions from USPTO patents (1976-2016). Predict the product of the given reaction. (1) Given the reactants [Cl:1][C:2]1[CH:7]=[C:6]([O:8][C:9]([F:12])([F:11])[F:10])[CH:5]=[C:4]([Cl:13])[C:3]=1[NH:14][C:15]([NH:17][C:18]1[S:19][C:20]([C:26]2[CH:31]=[CH:30][C:29]([O:32][C:33]([F:36])([F:35])[F:34])=[CH:28][CH:27]=2)=[CH:21][C:22]=1[C:23](O)=[O:24])=[O:16].CN(C(ON1N=NC2C=CC=NC1=2)=[N+](C)C)C.F[P-](F)(F)(F)(F)F.CCN(C(C)C)C(C)C.Cl.[NH2:71][C@@H:72]([CH:77]1[CH2:82][CH2:81][CH2:80][CH2:79][CH2:78]1)[C:73]([O:75][CH3:76])=[O:74], predict the reaction product. The product is: [CH:77]1([C@H:72]([NH:71][C:23]([C:22]2[CH:21]=[C:20]([C:26]3[CH:31]=[CH:30][C:29]([O:32][C:33]([F:36])([F:35])[F:34])=[CH:28][CH:27]=3)[S:19][C:18]=2[NH:17][C:15]([NH:14][C:3]2[C:4]([Cl:13])=[CH:5][C:6]([O:8][C:9]([F:12])([F:11])[F:10])=[CH:7][C:2]=2[Cl:1])=[O:16])=[O:24])[C:73]([O:75][CH3:76])=[O:74])[CH2:82][CH2:81][CH2:80][CH2:79][CH2:78]1. (2) Given the reactants [NH2:1][C:2]1[N:3]=[C:4]([CH3:17])[C:5]2[CH:11]=[C:10](Br)[C:9](=[O:13])[N:8]([CH:14]([CH3:16])[CH3:15])[C:6]=2[N:7]=1.[NH:18]1[CH:22]=[CH:21][C:20](B(O)O)=[N:19]1.C([O-])([O-])=O.[K+].[K+], predict the reaction product. The product is: [NH2:1][C:2]1[N:3]=[C:4]([CH3:17])[C:5]2[CH:11]=[C:10]([C:20]3[NH:19][N:18]=[CH:22][CH:21]=3)[C:9](=[O:13])[N:8]([CH:14]([CH3:16])[CH3:15])[C:6]=2[N:7]=1. (3) Given the reactants [CH2:1]([O:3][C:4](=[O:17])[CH2:5][C:6]1[CH:11]=[CH:10][CH:9]=[C:8]([S:12][CH2:13][C:14](=O)[CH3:15])[CH:7]=1)[CH3:2].Cl.[Cl:19][C:20]1[C:21]([F:28])=[C:22]([NH:26]N)[CH:23]=[CH:24][CH:25]=1, predict the reaction product. The product is: [CH2:1]([O:3][C:4](=[O:17])[CH2:5][C:6]1[CH:11]=[CH:10][CH:9]=[C:8]([S:12][C:13]2[C:23]3[C:22](=[C:21]([F:28])[C:20]([Cl:19])=[CH:25][CH:24]=3)[NH:26][C:14]=2[CH3:15])[CH:7]=1)[CH3:2]. (4) Given the reactants [C:1]([NH:5][S:6]([CH:9]1[CH2:11][CH2:10]1)(=[O:8])=[O:7])([CH3:4])([CH3:3])[CH3:2].[Li][CH2:13]CCC.IC, predict the reaction product. The product is: [C:1]([NH:5][S:6]([C:9]1([CH3:13])[CH2:11][CH2:10]1)(=[O:8])=[O:7])([CH3:4])([CH3:2])[CH3:3]. (5) Given the reactants O.[OH-].[Li+].[CH3:4][CH:5]([CH2:39][C:40]([CH3:43])([CH3:42])[CH3:41])[CH2:6][CH2:7][CH:8]([NH:13][C:14]([C:16]1[C:25]([NH:26][C:27]([NH:29][C:30]2[C:35]([CH3:36])=[CH:34][C:33]([CH3:37])=[CH:32][C:31]=2[CH3:38])=[O:28])=[CH:24][C:23]2[C:18](=[CH:19][CH:20]=[CH:21][CH:22]=2)[CH:17]=1)=[O:15])[C:9]([O:11]C)=[O:10].O.Cl, predict the reaction product. The product is: [CH3:4][CH:5]([CH2:39][C:40]([CH3:41])([CH3:43])[CH3:42])[CH2:6][CH2:7][CH:8]([NH:13][C:14]([C:16]1[C:25]([NH:26][C:27]([NH:29][C:30]2[C:35]([CH3:36])=[CH:34][C:33]([CH3:37])=[CH:32][C:31]=2[CH3:38])=[O:28])=[CH:24][C:23]2[C:18](=[CH:19][CH:20]=[CH:21][CH:22]=2)[CH:17]=1)=[O:15])[C:9]([OH:11])=[O:10]. (6) Given the reactants [Br:1][C:2]1[CH:3]=[CH:4][C:5]2[C:6]([CH3:19])(C)[CH:7](O)[C:8]3[C:13]([C:14]=2[CH:15]=1)=[CH:12][C:11]([Br:16])=[CH:10][CH:9]=3.II.Br.[C:23](O)(=O)C, predict the reaction product. The product is: [Br:1][C:2]1[CH:3]=[CH:4][C:5]2[C:6]([CH3:19])=[C:7]([CH3:23])[C:8]3[C:13]([C:14]=2[CH:15]=1)=[CH:12][C:11]([Br:16])=[CH:10][CH:9]=3. (7) Given the reactants [NH2:1][C:2]1[O:6][CH:5]([C:7]2[CH:12]=[CH:11][CH:10]=[C:9]([F:13])[C:8]=2[F:14])[C:4](=[O:15])[C:3]=1[OH:16].C(N(CC)CC)C.[C:24]1([CH2:30][S:31](Cl)(=[O:33])=[O:32])[CH:29]=[CH:28][CH:27]=[CH:26][CH:25]=1.[Cl-].[NH4+], predict the reaction product. The product is: [F:14][C:8]1[C:9]([F:13])=[CH:10][CH:11]=[CH:12][C:7]=1[CH:5]1[C:4](=[O:15])[C:3]([O:16][S:31]([CH2:30][C:24]2[CH:29]=[CH:28][CH:27]=[CH:26][CH:25]=2)(=[O:33])=[O:32])=[C:2]([NH2:1])[O:6]1.